From a dataset of Forward reaction prediction with 1.9M reactions from USPTO patents (1976-2016). Predict the product of the given reaction. (1) Given the reactants [CH2:1]([N:8]([CH2:25][C@H:26]([OH:39])[CH2:27][O:28][S:29]([C:32]1[CH:37]=[CH:36][C:35]([CH3:38])=[CH:34][CH:33]=1)(=[O:31])=[O:30])[C@@H:9]([CH2:20][C:21]([O:23][CH3:24])=[O:22])[C:10]([O:12][CH2:13][C:14]1[CH:19]=[CH:18][CH:17]=[CH:16][CH:15]=1)=[O:11])[C:2]1[CH:7]=[CH:6][CH:5]=[CH:4][CH:3]=1.C(Cl)Cl.[CH:43]([O:45][CH2:46][CH3:47])=[CH2:44].C1(C)C=CC(S([O-])(=O)=O)=CC=1.[NH+]1C=CC=CC=1, predict the reaction product. The product is: [CH2:1]([N:8]([CH2:25][C@H:26]([O:39][CH:43]([O:45][CH2:46][CH3:47])[CH3:44])[CH2:27][O:28][S:29]([C:32]1[CH:33]=[CH:34][C:35]([CH3:38])=[CH:36][CH:37]=1)(=[O:31])=[O:30])[C@@H:9]([CH2:20][C:21]([O:23][CH3:24])=[O:22])[C:10]([O:12][CH2:13][C:14]1[CH:19]=[CH:18][CH:17]=[CH:16][CH:15]=1)=[O:11])[C:2]1[CH:7]=[CH:6][CH:5]=[CH:4][CH:3]=1. (2) Given the reactants [CH3:1][O:2][C:3]1[N:8]=[C:7]([CH3:9])[C:6]([O:10][CH2:11][O:12][CH3:13])=[CH:5][CH:4]=1.CN(CCN(C)C)C.[Li]CCCC.CN([CH:30]=[O:31])C.[Cl-].[NH4+], predict the reaction product. The product is: [CH3:1][O:2][C:3]1[N:8]=[C:7]([CH3:9])[C:6]([O:10][CH2:11][O:12][CH3:13])=[C:5]([CH:30]=[O:31])[CH:4]=1. (3) The product is: [CH2:17]([O:19][CH:20]([O:23][CH2:24][CH3:25])[CH2:21][NH:22][C:13]([N:9]1[C:10]2[C:6](=[CH:5][C:4]([N+:1]([O-:3])=[O:2])=[CH:12][CH:11]=2)[CH2:7][CH2:8]1)=[NH:14])[CH3:18]. Given the reactants [N+:1]([C:4]1[CH:5]=[C:6]2[C:10](=[CH:11][CH:12]=1)[N:9]([C:13](SC)=[NH:14])[CH2:8][CH2:7]2)([O-:3])=[O:2].[CH2:17]([O:19][CH:20]([O:23][CH2:24][CH3:25])[CH2:21][NH2:22])[CH3:18], predict the reaction product.